Task: Predict the reactants needed to synthesize the given product.. Dataset: Full USPTO retrosynthesis dataset with 1.9M reactions from patents (1976-2016) (1) Given the product [Cl:8][C:6]1[CH:5]=[C:4]([CH3:9])[N:3]=[C:2]([NH:11][C@H:12]2[C@H:16]([OH:17])[CH2:15][N:14]([C:18](=[O:31])[CH2:19][C:20]3[CH:21]=[CH:22][C:23]([O:26][C:27]([F:28])([F:29])[F:30])=[CH:24][CH:25]=3)[CH2:13]2)[CH:7]=1, predict the reactants needed to synthesize it. The reactants are: Cl[C:2]1[CH:7]=[C:6]([Cl:8])[CH:5]=[C:4]([CH3:9])[N+:3]=1[O-].[NH2:11][C@H:12]1[C@H:16]([OH:17])[CH2:15][N:14]([C:18](=[O:31])[CH2:19][C:20]2[CH:25]=[CH:24][C:23]([O:26][C:27]([F:30])([F:29])[F:28])=[CH:22][CH:21]=2)[CH2:13]1. (2) The reactants are: [CH3:1][C:2]1[CH:10]=[CH:9][C:5]([C:6](=[S:8])[NH2:7])=[CH:4][CH:3]=1.Cl[CH:12]([C:18](=O)[CH3:19])[C:13]([O:15][CH2:16][CH3:17])=[O:14]. Given the product [CH3:19][C:18]1[N:7]=[C:6]([C:5]2[CH:9]=[CH:10][C:2]([CH3:1])=[CH:3][CH:4]=2)[S:8][C:12]=1[C:13]([O:15][CH2:16][CH3:17])=[O:14], predict the reactants needed to synthesize it. (3) The reactants are: [CH3:1][C:2]1[CH:3]=[C:4]([N:9]([CH2:24][CH2:25][C:26]2[CH:31]=[CH:30][C:29]([CH3:32])=[CH:28][CH:27]=2)[C:10]([CH:12](OS(C)(=O)=O)[C:13]2[CH:18]=[CH:17][CH:16]=[CH:15][CH:14]=2)=[O:11])[CH:5]=[CH:6][C:7]=1[CH3:8].[CH2:33]1[C:36]2([CH2:39][NH:38][CH2:37]2)[CH2:35][O:34]1. Given the product [CH3:1][C:2]1[CH:3]=[C:4]([N:9]([CH2:24][CH2:25][C:26]2[CH:27]=[CH:28][C:29]([CH3:32])=[CH:30][CH:31]=2)[C:10](=[O:11])[CH:12]([N:38]2[CH2:39][C:36]3([CH2:35][O:34][CH2:33]3)[CH2:37]2)[C:13]2[CH:18]=[CH:17][CH:16]=[CH:15][CH:14]=2)[CH:5]=[CH:6][C:7]=1[CH3:8], predict the reactants needed to synthesize it.